This data is from Forward reaction prediction with 1.9M reactions from USPTO patents (1976-2016). The task is: Predict the product of the given reaction. Given the reactants [F:1][C:2]([F:17])([F:16])[C:3]1[CH:15]=[CH:14][C:6]2[O:7][C@@H:8]([C:11]([OH:13])=O)[CH2:9][O:10][C:5]=2[CH:4]=1.[N:18]1[CH:23]=[C:22]([NH2:24])[CH:21]=[C:20]2[CH2:25][O:26][CH2:27][CH2:28][C:19]=12, predict the reaction product. The product is: [N:18]1[CH:23]=[C:22]([NH:24][C:11]([C@@H:8]2[O:7][C:6]3[CH:14]=[CH:15][C:3]([C:2]([F:1])([F:17])[F:16])=[CH:4][C:5]=3[O:10][CH2:9]2)=[O:13])[CH:21]=[C:20]2[CH2:25][O:26][CH2:27][CH2:28][C:19]=12.